This data is from Catalyst prediction with 721,799 reactions and 888 catalyst types from USPTO. The task is: Predict which catalyst facilitates the given reaction. (1) Reactant: [F:1][C:2]1[CH:3]=[C:4]([Mg]Br)[CH:5]=[CH:6][C:7]=1[F:8].[CH3:11][CH2:12][O:13][C:14]([C@H:16]1[CH2:20][CH2:19][C:18](=[O:21])[N:17]1[C:22]([O:24][C:25]([CH3:28])([CH3:27])[CH3:26])=[O:23])=[O:15].C(OCC)(=O)C.C(=O)(O)[O-].[Na+]. Product: [C:25]([O:24][C:22]([NH:17][C@H:16]([CH2:20][CH2:19][C:18]([C:4]1[CH:5]=[CH:6][C:7]([F:8])=[C:2]([F:1])[CH:3]=1)=[O:21])[C:14]([O:13][CH2:12][CH3:11])=[O:15])=[O:23])([CH3:26])([CH3:28])[CH3:27]. The catalyst class is: 1. (2) Reactant: [F:1][C:2]1[CH:7]=[CH:6][C:5]([C:8](=O)[CH2:9][C:10](=O)[C:11]([O:13][CH2:14][CH3:15])=[O:12])=[CH:4][CH:3]=1.O.[NH2:19][NH2:20].Cl.CCCCCC. The catalyst class is: 653. Product: [F:1][C:2]1[CH:7]=[CH:6][C:5]([C:8]2[NH:20][N:19]=[C:10]([C:11]([O:13][CH2:14][CH3:15])=[O:12])[CH:9]=2)=[CH:4][CH:3]=1. (3) Reactant: [CH2:1]([O:3][C:4]1[CH:5]=[C:6]([CH:12]([N:17]2[C:21](=[O:22])[C:20]3=[C:23]([CH3:27])[CH:24]=[CH:25][CH:26]=[C:19]3[C:18]2=[O:28])[CH2:13][C:14](O)=[O:15])[CH:7]=[CH:8][C:9]=1[O:10][CH3:11])[CH3:2].C(N1C=CN=C1)(N1C=CN=C1)=O.Cl.[NH2:42][OH:43]. Product: [CH2:1]([O:3][C:4]1[CH:5]=[C:6]([CH:12]([N:17]2[C:21](=[O:22])[C:20]3=[C:23]([CH3:27])[CH:24]=[CH:25][CH:26]=[C:19]3[C:18]2=[O:28])[CH2:13][C:14]([NH:42][OH:43])=[O:15])[CH:7]=[CH:8][C:9]=1[O:10][CH3:11])[CH3:2]. The catalyst class is: 7. (4) Reactant: [C:1]([NH:4][NH:5][C:6](=O)[C:7]1[CH:12]=[CH:11][CH:10]=[C:9]([N:13]2[CH2:22][CH:21]3[N:17]([CH2:18][CH2:19][CH2:20]3)[C:16]3[N:23]=[C:24]([NH:27][CH2:28][CH3:29])[N:25]=[CH:26][C:15]=3[C:14]2=[O:30])[CH:8]=1)(=[O:3])[CH3:2].ClC(Cl)(Cl)C#N.C1(P(C2C=CC=CC=2)C2C=CC=CC=2)C=CC=CC=1. Product: [CH2:28]([NH:27][C:24]1[N:25]=[CH:26][C:15]2[C:14](=[O:30])[N:13]([C:9]3[CH:10]=[CH:11][CH:12]=[C:7]([C:6]4[O:3][C:1]([CH3:2])=[N:4][N:5]=4)[CH:8]=3)[CH2:22][CH:21]3[N:17]([CH2:18][CH2:19][CH2:20]3)[C:16]=2[N:23]=1)[CH3:29]. The catalyst class is: 10. (5) Reactant: [CH3:1][C:2]1[CH:7]=[C:6]([N+:8]([O-])=O)[CH:5]=[C:4]([S:11]([CH3:14])(=[O:13])=[O:12])[C:3]=1[CH3:15]. Product: [CH3:1][C:2]1[CH:7]=[C:6]([NH2:8])[CH:5]=[C:4]([S:11]([CH3:14])(=[O:13])=[O:12])[C:3]=1[CH3:15]. The catalyst class is: 29. (6) Reactant: Br[CH2:2][C:3]([NH2:5])=[O:4].CN(C=O)C.C(=O)([O-])[O-].[Cs+].[Cs+].[OH:17][C:18]1[CH:27]=[CH:26][C:21]([C:22]([O:24][CH3:25])=[O:23])=[C:20]([O:28][CH3:29])[CH:19]=1. Product: [NH2:5][C:3](=[O:4])[CH2:2][O:17][C:18]1[CH:27]=[CH:26][C:21]([C:22]([O:24][CH3:25])=[O:23])=[C:20]([O:28][CH3:29])[CH:19]=1. The catalyst class is: 2.